The task is: Predict the product of the given reaction.. This data is from Forward reaction prediction with 1.9M reactions from USPTO patents (1976-2016). (1) The product is: [F:28][C:29]1[CH:34]=[CH:33][C:32]([N:35]2[CH2:36][CH2:37][N:38]([CH2:41][CH:43]3[CH2:52][CH2:51][C:50]4[C:45](=[CH:46][C:47]([CH3:53])=[CH:48][CH:49]=4)[NH:44]3)[CH2:39][CH2:40]2)=[C:31]([O:54][CH3:55])[CH:30]=1. Given the reactants C1(N2CCN(CC3CCC4C(=CC=CC=4)N3)CC2)C2C(=CC=CC=2)C=CN=1.[F:28][C:29]1[CH:34]=[CH:33][C:32]([N:35]2[CH2:40][CH2:39][N:38]([C:41]([CH:43]3[CH2:52][CH2:51][C:50]4[C:45](=[CH:46][C:47]([CH3:53])=[CH:48][CH:49]=4)[NH:44]3)=O)[CH2:37][CH2:36]2)=[C:31]([O:54][CH3:55])[CH:30]=1, predict the reaction product. (2) Given the reactants [NH2:1][C:2]1[C:15]2[C:14](=[O:16])[C:13]3[C:8](=[CH:9][CH:10]=[CH:11][CH:12]=3)[C:7](=[O:17])[C:6]=2[CH:5]=[CH:4][C:3]=1[NH2:18].S(=O)(=O)(O)O.C(=O)([O-])[O-].[K+].[K+].[CH3:30][C:31]([CH3:33])=O, predict the reaction product. The product is: [CH3:30][C:31]1([CH3:33])[NH:1][C:2]2[C:15]3[C:14](=[O:16])[C:13]4[C:8]([C:7](=[O:17])[C:6]=3[CH:5]=[CH:4][C:3]=2[NH:18]1)=[CH:9][CH:10]=[CH:11][CH:12]=4. (3) Given the reactants [CH3:1][N:2]([CH3:20])[C:3]1[CH:8]=[CH:7][C:6](/[CH:9]=[CH:10]/[C:11]2[CH:16]=[CH:15][C:14]([N+:17]([O-:19])=[O:18])=[CH:13][CH:12]=2)=[CH:5][CH:4]=1.FC(F)(F)S(O[C:27]1[CH:32]=[CH:31]C=[CH:29][C:28]=1[Si](C)(C)C)(=O)=O.[F-].[K+].C1OCCOCCOCCOCCOCCOC1, predict the reaction product. The product is: [CH3:20][N:2]([C:1]1[CH:31]=[CH:32][CH:27]=[CH:28][CH:29]=1)[C:3]1[CH:8]=[CH:7][C:6](/[CH:9]=[CH:10]/[C:11]2[CH:16]=[CH:15][C:14]([N+:17]([O-:19])=[O:18])=[CH:13][CH:12]=2)=[CH:5][CH:4]=1. (4) Given the reactants [CH:1]1[C:10]2[C:5](=[CH:6][CH:7]=[CH:8][CH:9]=2)[CH:4]=[CH:3][C:2]=1[C:11]1[CH:12]=[C:13]2[C:22](=[C:23]3[C:28]=1[CH:27]=[CH:26][CH:25]=[CH:24]3)[C:21]1[CH:29]=[CH:30][CH:31]=[CH:32][C:20]=1[C:19]1[C:14]2=[CH:15][CH:16]=[CH:17][CH:18]=1.[Br:33]Br, predict the reaction product. The product is: [Br:33][C:31]1[CH:30]=[CH:29][C:21]2[C:22]3[C:13]([C:14]4[C:19]([C:20]=2[CH:32]=1)=[CH:18][CH:17]=[CH:16][CH:15]=4)=[CH:12][C:11]([C:2]1[CH:3]=[CH:4][C:5]2[C:10](=[CH:9][CH:8]=[CH:7][CH:6]=2)[CH:1]=1)=[C:28]1[C:23]=3[CH:24]=[CH:25][CH:26]=[CH:27]1.